Dataset: Full USPTO retrosynthesis dataset with 1.9M reactions from patents (1976-2016). Task: Predict the reactants needed to synthesize the given product. Given the product [CH3:1][C:2]1[CH:3]=[CH:4][C:5]([C:8]2[CH:13]=[C:12]([O:14][C:15]3[S:16][CH:17]=[CH:18][N:19]=3)[CH:11]=[C:10]([C:20]([OH:22])=[O:21])[CH:9]=2)=[CH:6][CH:7]=1, predict the reactants needed to synthesize it. The reactants are: [CH3:1][C:2]1[CH:7]=[CH:6][C:5]([C:8]2[CH:13]=[C:12]([O:14][C:15]3[S:16][CH:17]=[CH:18][N:19]=3)[CH:11]=[C:10]([C:20]([O:22]C)=[O:21])[CH:9]=2)=[CH:4][CH:3]=1.[OH-].[Li+].Cl.